From a dataset of Full USPTO retrosynthesis dataset with 1.9M reactions from patents (1976-2016). Predict the reactants needed to synthesize the given product. (1) Given the product [CH3:3][N:4]1[C:8]2=[N:9][C:10]([O:17][CH2:25][C:26]([OH:28])=[O:27])=[CH:11][C:12]([C:13]([F:14])([F:16])[F:15])=[C:7]2[C:6]([C:18]2[CH:23]=[CH:22][CH:21]=[CH:20][CH:19]=2)=[CH:5]1, predict the reactants needed to synthesize it. The reactants are: [H-].[Na+].[CH3:3][N:4]1[C:8]2[NH:9][C:10](=[O:17])[CH:11]=[C:12]([C:13]([F:16])([F:15])[F:14])[C:7]=2[C:6]([C:18]2[CH:23]=[CH:22][CH:21]=[CH:20][CH:19]=2)=[CH:5]1.Br[CH2:25][C:26]([O:28]CC)=[O:27].O. (2) The reactants are: [F:1][C:2]1[CH:17]=[CH:16][C:5]([O:6][CH2:7][CH:8]2[CH2:14][NH:13][CH:12]([CH3:15])[CH2:11][CH2:10][CH2:9]2)=[CH:4][C:3]=1[CH3:18].[I:19][C:20]1[CH:28]=[CH:27][C:26]([CH3:29])=[CH:25][C:21]=1[C:22](O)=[O:23].C(Cl)CCl.C1C=CC2N(O)N=NC=2C=1.C(N(CC)CC)C. Given the product [F:1][C:2]1[CH:17]=[CH:16][C:5]([O:6][CH2:7][CH:8]2[CH2:14][N:13]([C:22](=[O:23])[C:21]3[CH:25]=[C:26]([CH3:29])[CH:27]=[CH:28][C:20]=3[I:19])[CH:12]([CH3:15])[CH2:11][CH2:10][CH2:9]2)=[CH:4][C:3]=1[CH3:18], predict the reactants needed to synthesize it. (3) Given the product [F:1][C:2]1[C:3]2[CH:4]=[C:5]3[C:14]4[N:15]=[C:16]([C:19]5[C:20]([N:39]([CH3:44])[S:40]([CH3:43])(=[O:42])=[O:41])=[CH:21][C:22]6[O:26][C:25]([C:27]7[CH:28]=[CH:29][C:30]([F:33])=[CH:31][CH:32]=7)=[C:24]([C:34]([OH:36])=[O:35])[C:23]=6[CH:38]=5)[CH:17]=[CH:18][C:13]=4[O:12][CH2:11][N:6]3[C:7]=2[CH:8]=[CH:9][CH:10]=1, predict the reactants needed to synthesize it. The reactants are: [F:1][C:2]1[C:3]2[CH:4]=[C:5]3[C:14]4[N:15]=[C:16]([C:19]5[C:20]([N:39]([CH3:44])[S:40]([CH3:43])(=[O:42])=[O:41])=[CH:21][C:22]6[O:26][C:25]([C:27]7[CH:32]=[CH:31][C:30]([F:33])=[CH:29][CH:28]=7)=[C:24]([C:34]([O:36]C)=[O:35])[C:23]=6[CH:38]=5)[CH:17]=[CH:18][C:13]=4[O:12][CH2:11][N:6]3[C:7]=2[CH:8]=[CH:9][CH:10]=1.O[Li].O. (4) Given the product [CH3:16][N:17]([CH:32]1[C:41]2[C:36](=[CH:37][CH:38]=[CH:39][CH:40]=2)[CH2:35][CH2:34][CH2:33]1)[C:18]([C:20]1[N:25]=[C:24]([CH:26]2[CH2:27][CH2:28][N:29]([C:8](=[O:10])[CH2:7][N:6]3[C:2]([CH3:1])=[CH:3][C:4]([C:11]([F:14])([F:13])[F:12])=[N:5]3)[CH2:30][CH2:31]2)[CH:23]=[CH:22][CH:21]=1)=[O:19], predict the reactants needed to synthesize it. The reactants are: [CH3:1][C:2]1[N:6]([CH2:7][C:8]([OH:10])=O)[N:5]=[C:4]([C:11]([F:14])([F:13])[F:12])[CH:3]=1.Cl.[CH3:16][N:17]([CH:32]1[C:41]2[C:36](=[CH:37][CH:38]=[CH:39][CH:40]=2)[CH2:35][CH2:34][CH2:33]1)[C:18]([C:20]1[NH:25][CH:24]([CH:26]2[CH2:31][CH2:30][NH:29][CH2:28][CH2:27]2)[CH:23]=[CH:22][CH:21]=1)=[O:19].C(N(C(C)C)CC)(C)C.F[P-](F)(F)(F)(F)F.N1(O[P+](N(C)C)(N(C)C)N(C)C)C2C=CC=CC=2N=N1. (5) Given the product [CH3:28][C@H:11]1[C@H:10]([CH3:29])[C@@H:9]([NH:8][C:2]2[CH:7]=[CH:6][CH:5]=[CH:4][CH:3]=2)[C:18]2[C:13](=[CH:14][CH:15]=[C:16]([N:19]3[CH2:20][CH2:21][O:22][CH2:23][CH2:24]3)[CH:17]=2)[N:12]1[C:25](=[O:27])[CH3:26], predict the reactants needed to synthesize it. The reactants are: Br[C:2]1[CH:7]=[CH:6][CH:5]=[CH:4][CH:3]=1.[NH2:8][C@H:9]1[C:18]2[C:13](=[CH:14][CH:15]=[C:16]([N:19]3[CH2:24][CH2:23][O:22][CH2:21][CH2:20]3)[CH:17]=2)[N:12]([C:25](=[O:27])[CH3:26])[C@@H:11]([CH3:28])[C@@H:10]1[CH3:29].CN(C1C(C2C(P(C3CCCCC3)C3CCCCC3)=CC=CC=2)=CC=CC=1)C.CC(C)([O-])C.[Na+]. (6) Given the product [NH2:24][C@H:10]([CH2:9][C:5]1[CH:6]=[C:7]([Br:8])[C:2]([NH2:1])=[C:3]([Br:32])[CH:4]=1)[CH2:11][N:12]1[CH2:17][CH2:16][CH:15]([N:18]2[CH2:23][CH2:22][CH2:21][CH2:20][CH2:19]2)[CH2:14][CH2:13]1, predict the reactants needed to synthesize it. The reactants are: [NH2:1][C:2]1[C:7]([Br:8])=[CH:6][C:5]([CH2:9][C@@H:10]([NH:24]C(OC(C)(C)C)=O)[CH2:11][N:12]2[CH2:17][CH2:16][CH:15]([N:18]3[CH2:23][CH2:22][CH2:21][CH2:20][CH2:19]3)[CH2:14][CH2:13]2)=[CH:4][C:3]=1[Br:32].FC(F)(F)C(O)=O.[K+].[Br-].